From a dataset of Reaction yield outcomes from USPTO patents with 853,638 reactions. Predict the reaction yield, written as a fraction of the theoretical maximum amount of product (1.0 means a 100% yield; for example, 0.34 means a 34% yield). The reactants are [NH2:1][C:2]1[C:3]([NH:23][C:24]2[CH:29]=[CH:28][C:27]([N:30]([CH3:38])[C:31](=[O:37])[O:32][C:33]([CH3:36])([CH3:35])[CH3:34])=[CH:26][CH:25]=2)=[N:4][CH:5]=[N:6][C:7]=1[N:8]([CH2:16][C:17]1[CH:22]=[CH:21][CH:20]=[CH:19][CH:18]=1)[CH2:9][C:10]1[CH:15]=[CH:14][CH:13]=[CH:12][CH:11]=1.Cl[C:40](Cl)([O:42]C(=O)OC(Cl)(Cl)Cl)Cl. The catalyst is C(Cl)Cl. The product is [CH2:16]([N:8]([CH2:9][C:10]1[CH:11]=[CH:12][CH:13]=[CH:14][CH:15]=1)[C:7]1[N:6]=[CH:5][N:4]=[C:3]2[C:2]=1[NH:1][C:40](=[O:42])[N:23]2[C:24]1[CH:25]=[CH:26][C:27]([N:30]([CH3:38])[C:31](=[O:37])[O:32][C:33]([CH3:34])([CH3:35])[CH3:36])=[CH:28][CH:29]=1)[C:17]1[CH:22]=[CH:21][CH:20]=[CH:19][CH:18]=1. The yield is 0.740.